From a dataset of Catalyst prediction with 721,799 reactions and 888 catalyst types from USPTO. Predict which catalyst facilitates the given reaction. Reactant: [C:1]([O:5][C:6]([N:8]1[CH2:13][CH2:12][CH:11]([CH2:14][CH2:15][CH2:16][CH2:17][C:18]2[CH:23]=[CH:22][C:21]([NH2:24])=[CH:20][CH:19]=2)[CH2:10][CH2:9]1)=[O:7])([CH3:4])([CH3:3])[CH3:2].CCN(CC)CC.[C:32](Cl)(=[O:34])[CH3:33]. Product: [C:1]([O:5][C:6]([N:8]1[CH2:13][CH2:12][CH:11]([CH2:14][CH2:15][CH2:16][CH2:17][C:18]2[CH:23]=[CH:22][C:21]([NH:24][C:32](=[O:34])[CH3:33])=[CH:20][CH:19]=2)[CH2:10][CH2:9]1)=[O:7])([CH3:4])([CH3:2])[CH3:3]. The catalyst class is: 49.